Dataset: Full USPTO retrosynthesis dataset with 1.9M reactions from patents (1976-2016). Task: Predict the reactants needed to synthesize the given product. (1) Given the product [CH2:19]([O:21][C:22]1[CH:31]=[C:30]2[C:25]([C:26]([NH:32][C:33]3[CH:38]=[CH:37][CH:36]=[C:35]([C:39]#[CH:40])[CH:34]=3)=[N:27][CH:28]=[N:29]2)=[CH:24][C:23]=1[NH:41][C:10](=[O:12])/[CH:9]=[CH:8]/[CH2:7][N:1]1[CH2:2][CH2:3][CH2:4][CH2:5][CH2:6]1)[CH3:20], predict the reactants needed to synthesize it. The reactants are: [N:1]1([CH2:7]/[CH:8]=[CH:9]/[C:10]([OH:12])=O)[CH2:6][CH2:5][CH2:4][CH2:3][CH2:2]1.C(Cl)(=O)C(Cl)=O.[CH2:19]([O:21][C:22]1[CH:31]=[C:30]2[C:25]([C:26]([NH:32][C:33]3[CH:38]=[CH:37][CH:36]=[C:35]([C:39]#[CH:40])[CH:34]=3)=[N:27][CH:28]=[N:29]2)=[CH:24][C:23]=1[NH2:41])[CH3:20].CCN(C(C)C)C(C)C. (2) Given the product [Cl:8][C:6]1[N:5]=[CH:4][N:3]=[C:2]([NH:16][C:14]2[C:13]([CH3:17])=[N:12][N:11]([CH2:9][CH3:10])[CH:15]=2)[N:7]=1, predict the reactants needed to synthesize it. The reactants are: Cl[C:2]1[N:7]=[C:6]([Cl:8])[N:5]=[CH:4][N:3]=1.[CH2:9]([N:11]1[CH:15]=[C:14]([NH2:16])[C:13]([CH3:17])=[N:12]1)[CH3:10].C(N(CC)C(C)C)(C)C. (3) Given the product [Br:20][C:21]1[CH:22]=[C:23]2[C:27](=[C:28]([C:30]([O:32][CH2:33][CH3:34])=[O:31])[CH:29]=1)[NH:26][CH:25]=[C:24]2[CH:16]1[CH2:17][CH2:18][S:13][CH2:14][CH2:15]1, predict the reactants needed to synthesize it. The reactants are: [Si](OS(C(F)(F)F)(=O)=O)(C)(C)C.[S:13]1[CH2:18][CH2:17][C:16](=O)[CH2:15][CH2:14]1.[Br:20][C:21]1[CH:22]=[C:23]2[C:27](=[C:28]([C:30]([O:32][CH2:33][CH3:34])=[O:31])[CH:29]=1)[NH:26][CH:25]=[CH:24]2.C([SiH](CC)CC)C. (4) Given the product [C:37]([N:34]1[CH2:33][CH2:32][N:31]([C:28]2[CH:27]=[CH:26][C:25]([NH:24][C:10](=[O:12])[CH2:9][C:4]3[CH:5]=[N:6][C:7]([Cl:8])=[C:2]([Cl:1])[CH:3]=3)=[N:30][CH:29]=2)[CH2:36][CH2:35]1)(=[O:39])[CH3:38], predict the reactants needed to synthesize it. The reactants are: [Cl:1][C:2]1[CH:3]=[C:4]([CH2:9][C:10]([O:12]C(C)(C)C)=O)[CH:5]=[N:6][C:7]=1[Cl:8].C(O)(C(F)(F)F)=O.[NH2:24][C:25]1[N:30]=[CH:29][C:28]([N:31]2[CH2:36][CH2:35][N:34]([C:37](=[O:39])[CH3:38])[CH2:33][CH2:32]2)=[CH:27][CH:26]=1.CCN(C(C)C)C(C)C.F[P-](F)(F)(F)(F)F.N1(OC(N(C)C)=[N+](C)C)C2N=CC=CC=2N=N1. (5) Given the product [N+:2]([C:5]1[C:6](=[O:7])[NH:8][C:24]([C:25]([F:28])([F:27])[F:26])=[CH:23][CH:22]=1)([O-:4])=[O:3], predict the reactants needed to synthesize it. The reactants are: [NH4+].[N+:2]([CH2:5][C:6]([NH-:8])=[O:7])([O-:4])=[O:3].C([O-])(=O)C.[NH2+]1CCCCC1.C(O[CH:22]=[CH:23][C:24](=O)[C:25]([F:28])([F:27])[F:26])C.Cl.